From a dataset of Forward reaction prediction with 1.9M reactions from USPTO patents (1976-2016). Predict the product of the given reaction. (1) The product is: [F:23][C:21]1[CH:20]=[CH:19][C:18]([C:24]([F:25])([F:27])[F:26])=[C:17]([CH:22]=1)[C:16]([N:13]1[CH2:14][CH2:15][N:10]([C:8]2[CH:7]=[N:6][CH:5]=[C:4]([CH:9]=2)[C:3]([NH:35][CH2:30][CH2:31][CH2:32][CH2:33][CH3:34])=[O:2])[CH2:11][CH2:12]1)=[O:28]. Given the reactants C[O:2][C:3](=O)[C:4]1[CH:9]=[C:8]([N:10]2[CH2:15][CH2:14][N:13]([C:16](=[O:28])[C:17]3[CH:22]=[C:21]([F:23])[CH:20]=[CH:19][C:18]=3[C:24]([F:27])([F:26])[F:25])[CH2:12][CH2:11]2)[CH:7]=[N:6][CH:5]=1.[CH2:30]([NH2:35])[CH2:31][CH2:32][CH2:33][CH3:34].[C-]#N.[Na+], predict the reaction product. (2) Given the reactants [CH3:1][C:2]([CH3:6])=[CH:3][Mg]Br.[CH2:7]([O:9][C:10]([C:12]1[C:13](OS(C(F)(F)F)(=O)=O)=[N:14][C:15]2[C:20]([C:21]=1[CH3:22])=[CH:19][CH:18]=[C:17]([C:23]([F:26])([F:25])[F:24])[CH:16]=2)=[O:11])[CH3:8].CCOC(C)=O.CCCCCC, predict the reaction product. The product is: [CH2:7]([O:9][C:10]([C:12]1[C:13]([CH:1]=[C:2]([CH3:6])[CH3:3])=[N:14][C:15]2[C:20]([C:21]=1[CH3:22])=[CH:19][CH:18]=[C:17]([C:23]([F:26])([F:25])[F:24])[CH:16]=2)=[O:11])[CH3:8].